Task: Regression/Classification. Given a drug SMILES string, predict its toxicity properties. Task type varies by dataset: regression for continuous values (e.g., LD50, hERG inhibition percentage) or binary classification for toxic/non-toxic outcomes (e.g., AMES mutagenicity, cardiotoxicity, hepatotoxicity). Dataset: ames.. Dataset: Ames mutagenicity test results for genotoxicity prediction (1) The compound is C/C=C1\CC(C)C(C)(O)C(=O)OCC2=CC[N+]3(C)CCC(OC1=O)C23O. The result is 1 (mutagenic). (2) The drug is Nc1ccc(-c2cc(Cl)c(N)c(Cl)c2)cc1Cl. The result is 1 (mutagenic). (3) The result is 1 (mutagenic). The drug is NC(CCC(=O)NNc1ccc(CO)cc1)C(=O)O. (4) The result is 1 (mutagenic). The drug is O=P(OC[C@H](Br)CBr)(OC[C@H](Br)CBr)OC[C@H](Br)CBr. (5) The compound is C1=Cc2c(ccc3nc4ccc5ccccc5c4cc23)CC1. The result is 1 (mutagenic). (6) The compound is CC(=O)Nc1ccc(Cc2ccc(NC(C)=O)cc2)cc1. The result is 0 (non-mutagenic). (7) The molecule is COC(=COC(N)=O)c1c(O)c(N2CC2)c(C)c(O)c1N1CC1. The result is 1 (mutagenic).